This data is from Full USPTO retrosynthesis dataset with 1.9M reactions from patents (1976-2016). The task is: Predict the reactants needed to synthesize the given product. (1) Given the product [OH:1][C:2]([C:32]1[CH:37]=[CH:36][CH:35]=[CH:34][CH:33]=1)([C:26]1[CH:31]=[CH:30][CH:29]=[CH:28][CH:27]=1)[CH:3]1[CH2:8][CH2:7][N:6]([CH2:9][CH2:10][CH2:11][C:12]([C:13]2[CH:18]=[CH:17][C:16]([C:19]([CH3:25])([CH3:24])[C:20]([O:22][CH3:23])=[O:21])=[CH:15][CH:14]=2)=[O:39])[CH2:5][CH2:4]1, predict the reactants needed to synthesize it. The reactants are: [OH:1][C:2]([C:32]1[CH:37]=[CH:36][CH:35]=[CH:34][CH:33]=1)([C:26]1[CH:31]=[CH:30][CH:29]=[CH:28][CH:27]=1)[CH:3]1[CH2:8][CH2:7][N:6]([CH2:9][CH2:10][C:11]#[C:12][C:13]2[CH:18]=[CH:17][C:16]([C:19]([CH3:25])([CH3:24])[C:20]([O:22][CH3:23])=[O:21])=[CH:15][CH:14]=2)[CH2:5][CH2:4]1.S(=O)(=O)(O)[OH:39]. (2) The reactants are: [NH2:1][C:2]1[NH:6][N:5]=[CH:4][C:3]=1[C:7]#[N:8].[Cl:9][C:10]1[CH:15]=[CH:14][C:13]([C:16](=O)[CH2:17][C:18](OCC)=[O:19])=[CH:12][C:11]=1[O:24][CH:25]([CH3:27])[CH3:26]. Given the product [Cl:9][C:10]1[CH:15]=[CH:14][C:13]([C:16]2[NH:1][C:2]3[N:6]([N:5]=[CH:4][C:3]=3[C:7]#[N:8])[C:18](=[O:19])[CH:17]=2)=[CH:12][C:11]=1[O:24][CH:25]([CH3:27])[CH3:26], predict the reactants needed to synthesize it. (3) Given the product [NH2:2][C@H:3]1[CH2:4][CH2:5][C@H:6]([CH:9]([OH:29])[C:10]2[S:14][CH:13]=[C:12]([C:15]([NH:17][CH2:18][C:19]3[C:20](=[O:27])[NH:21][C:22]([CH3:26])=[CH:23][C:24]=3[CH3:25])=[O:16])[C:11]=2[CH3:28])[CH2:7][CH2:8]1, predict the reactants needed to synthesize it. The reactants are: Cl.[NH2:2][C@H:3]1[CH2:8][CH2:7][C@H:6]([CH:9]([OH:29])[C:10]2[S:14][CH:13]=[C:12]([C:15]([NH:17][CH2:18][C:19]3[C:20](=[O:27])[NH:21][C:22]([CH3:26])=[CH:23][C:24]=3[CH3:25])=[O:16])[C:11]=2[CH3:28])[CH2:5][CH2:4]1.C([O-])([O-])=O.[Na+].[Na+]. (4) The reactants are: [CH3:1][O:2][C:3]1[CH:11]=[CH:10][C:9]([N:12]2[CH:16]=[N:15][N:14]=[C:13]2[S:17][CH3:18])=[CH:8][C:4]=1[C:5]([OH:7])=O.Cl.Cl.[CH2:21]([O:23][CH2:24][CH2:25][N:26]1[C:30]2[CH:31]=[CH:32][CH:33]=[CH:34][C:29]=2[N:28]=[C:27]1[N:35]1[CH2:41][CH2:40][CH2:39][N:38]([CH2:42][CH2:43][C@:44]2([C:49]3[CH:54]=[CH:53][CH:52]=[CH:51][CH:50]=3)[CH2:48][CH2:47][NH:46][CH2:45]2)[CH2:37][CH2:36]1)[CH3:22].O.ON1C2C=CC=CC=2N=N1.CN(C)CCCN=C=NCC.C(N(C(C)C)CC)(C)C. Given the product [CH2:21]([O:23][CH2:24][CH2:25][N:26]1[C:30]2[CH:31]=[CH:32][CH:33]=[CH:34][C:29]=2[N:28]=[C:27]1[N:35]1[CH2:41][CH2:40][CH2:39][N:38]([CH2:42][CH2:43][C@:44]2([C:49]3[CH:54]=[CH:53][CH:52]=[CH:51][CH:50]=3)[CH2:48][CH2:47][N:46]([C:5]([C:4]3[CH:8]=[C:9]([N:12]4[CH:16]=[N:15][N:14]=[C:13]4[S:17][CH3:18])[CH:10]=[CH:11][C:3]=3[O:2][CH3:1])=[O:7])[CH2:45]2)[CH2:37][CH2:36]1)[CH3:22], predict the reactants needed to synthesize it. (5) Given the product [CH3:1][O:2][C:3]([C:5]1[S:6][C:7]([S:30][CH3:31])=[C:8]([S:10]([C:13]2[CH:14]=[C:15]([Br:29])[C:16]3[N:22]([C:23]4[CH:28]=[CH:27][CH:26]=[CH:25][CH:24]=4)[CH:32]=[N:19][C:17]=3[CH:18]=2)(=[O:12])=[O:11])[CH:9]=1)=[O:4], predict the reactants needed to synthesize it. The reactants are: [CH3:1][O:2][C:3]([C:5]1[S:6][C:7]([S:30][CH3:31])=[C:8]([S:10]([C:13]2[CH:18]=[C:17]([N+:19]([O-])=O)[C:16]([NH:22][C:23]3[CH:28]=[CH:27][CH:26]=[CH:25][CH:24]=3)=[C:15]([Br:29])[CH:14]=2)(=[O:12])=[O:11])[CH:9]=1)=[O:4].[CH3:32]COC(C)=O. (6) Given the product [C:16]([C:15]1[CH:18]=[CH:19][C:12]([NH:11][CH:1]=[O:3])=[C:13]([O:20][CH3:21])[CH:14]=1)#[N:17], predict the reactants needed to synthesize it. The reactants are: [C:1](OC(=O)C)(=[O:3])C.C(O)=O.[NH2:11][C:12]1[CH:19]=[CH:18][C:15]([C:16]#[N:17])=[CH:14][C:13]=1[O:20][CH3:21].